Task: Binary Classification. Given a miRNA mature sequence and a target amino acid sequence, predict their likelihood of interaction.. Dataset: Experimentally validated miRNA-target interactions with 360,000+ pairs, plus equal number of negative samples (1) The miRNA is hsa-miR-1255a with sequence AGGAUGAGCAAAGAAAGUAGAUU. The protein sequence of the target gene is MARLGLLALLCTLAALSASLLAAELKSKSCSEVRRLYVSKGFNKNDAPLYEINGDHLKICPQDYTCCSQEMEEKYSLQSKDDFKTVVSEQCNHLQAIFASRYKKFDEFFKELLENAEKSLNDMFVKTYGHLYMQNSELFKDLFVELKRYYVAGNVNLEEMLNDFWARLLERMFRLVNSQYHFTDEYLECVSKYTEQLKPFGDVPRKLKLQVTRAFVAARTFAQGLAVARDVVSKVSVVNPTAQCTHALLKMIYCSHCRGLVTVKPCYNYCSNIMRGCLANQGDLDFEWNNFIDAMLMVAE.... Result: 0 (no interaction). (2) The miRNA is hsa-miR-4774-3p with sequence AUUGCCUAACAUGUGCCAGAA. The protein sequence of the target gene is METRAAENTAIFMCKCCNLFSPNQSELLSHVSEKHMEEGVNVDEIIIPLRPLSTPEPPNSSKTGDEFLVMKRKRGRPKGSTKKSSTEEELAENIVSPTEDSPLAPEEGNSLPPSSLECSKCCRKFSNTRQLRKHICIIVLNLGEEEGEAGNESDLELEKKCKEDDREKASKRPRSQKTEKVQKISGKEARQLSGAKKPIISVVLTAHEAIPGATKIVPVEAGPPETGATNSETTSADLVPRRGYQEYAIQQTPYEQPMKSSRLGPTQLKIFTCEYCNKVFKFKHSLQAHLRIHTNEKPYK.... Result: 0 (no interaction). (3) The miRNA is hsa-miR-4650-3p with sequence AGGUAGAAUGAGGCCUGACAU. The protein sequence of the target gene is MAGLRNESEQEPLLGDTPGSREWDILETEEHYKSRWRSIRILYLTMFLSSVGFSVVMMSIWPYLQKIDPTADTSFLGWVIASYSLGQMVASPIFGLWSNYRPRKEPLIVSILISVAANCLYAYLHIPASHNKYYMLVARGLLGIGAGNVAVVRSYTAGATSLQERTSSMANISMCQALGFILGPVFQTCFTFLGEKGVTWDVIKLQINMYTTPVLLSAFLGILNIILILAILREHRVDDSGRQCKSINFEEASTDEAQVPQGNIDQVAVVAINVLFFVTLFIFALFETIITPLTMDMYAW.... Result: 1 (interaction). (4) The miRNA is hsa-miR-1193 with sequence GGGAUGGUAGACCGGUGACGUGC. The protein sequence of the target gene is MSISGTLSSYYVDSIISHESEDAPPAKFPSGQYANPRQPGHAEHLDFPSCSFQPKAPVFGASWAPLSPHASGSLPSVYHPYLQPQGAPAAESRYLRTWLEPAPRAEAAPGQGQAAVKAEPLLGAPGELLKQGTPEYSLETSAGREAVLSNQRAGYGDNKICEGSEDKERPDQTNPSANWLHARSSRKKRCPYTKYQTLELEKEFLFNMYLTRDRRHEVARLLNLSERQVKIWFQNRRMKMKKMNKEQGKE. Result: 0 (no interaction). (5) The miRNA is hsa-miR-5091 with sequence ACGGAGACGACAAGACUGUGCUG. The protein sequence of the target gene is MAEKFDHLEEHLEKFVENIRQLGIIVSDFQPSSQAGLSQKLNFIVTGLQDIDKCRQQLHDITVPLEVFEYIDQGRNPQLYTKECLERALAKNEQVKGKIDTMKKFKSLLIQELSKVFPEDMAKYRSIRGEDHPPS. Result: 0 (no interaction). (6) The protein sequence of the target gene is MSSGALLPKPQMRGLLAKRLRVHIAGAFIVALGVAAAYKFGVAEPRKKAYAEFYRNYDSMKDFEEMRKAGIFQSAK. Result: 0 (no interaction). The miRNA is mmu-miR-216a-5p with sequence UAAUCUCAGCUGGCAACUGUGA.